Dataset: Full USPTO retrosynthesis dataset with 1.9M reactions from patents (1976-2016). Task: Predict the reactants needed to synthesize the given product. (1) Given the product [N:8]1[CH:13]=[CH:12][CH:11]=[CH:10][C:9]=1[CH2:14][NH:1][C:2]1[CH:7]=[CH:6][CH:5]=[CH:4][N:3]=1, predict the reactants needed to synthesize it. The reactants are: [NH2:1][C:2]1[CH:7]=[CH:6][CH:5]=[CH:4][N:3]=1.[N:8]1[CH:13]=[CH:12][CH:11]=[CH:10][C:9]=1[CH:14]=O. (2) Given the product [ClH:27].[NH:17]1[CH2:18][CH2:19][CH:14]([CH2:13][CH2:12][C:9]2[CH:10]=[CH:11][C:4]3[O:3][C:2](=[O:1])[CH2:7][NH:6][C:5]=3[CH:8]=2)[CH2:15][CH2:16]1, predict the reactants needed to synthesize it. The reactants are: [O:1]=[C:2]1[CH2:7][NH:6][C:5]2[CH:8]=[C:9]([CH2:12][CH2:13][CH:14]3[CH2:19][CH2:18][N:17](C(OC(C)(C)C)=O)[CH2:16][CH2:15]3)[CH:10]=[CH:11][C:4]=2[O:3]1.[ClH:27]. (3) Given the product [Cl:1][C:2]1[S:3][C:4]([Cl:12])=[CH:5][C:6]=1[CH2:7][CH2:8][C:9](=[O:11])[CH3:14], predict the reactants needed to synthesize it. The reactants are: [Cl:1][C:2]1[S:3][C:4]([Cl:12])=[CH:5][C:6]=1[CH2:7][CH2:8][C:9]([OH:11])=O.[Li][CH3:14]. (4) The reactants are: [O:1]1[C:5]2[CH:6]=[CH:7][CH:8]=[CH:9][C:4]=2[C:3]([NH:10][C:11]2[CH:16]=[CH:15][C:14](Br)=[CH:13][CH:12]=2)=[N:2]1.[B:18]1([B:18]2[O:22][C:21]([CH3:24])([CH3:23])[C:20]([CH3:26])([CH3:25])[O:19]2)[O:22][C:21]([CH3:24])([CH3:23])[C:20]([CH3:26])([CH3:25])[O:19]1.ClCCl.C([O-])(=O)C.[K+]. Given the product [O:1]1[C:5]2[CH:6]=[CH:7][CH:8]=[CH:9][C:4]=2[C:3]([NH:10][C:11]2[CH:16]=[CH:15][C:14]([B:18]3[O:22][C:21]([CH3:24])([CH3:23])[C:20]([CH3:26])([CH3:25])[O:19]3)=[CH:13][CH:12]=2)=[N:2]1, predict the reactants needed to synthesize it. (5) Given the product [Cl:1][C:2]1[CH:7]=[CH:6][CH:5]=[C:4]([F:8])[C:3]=1[C:9]1[NH:13][C:12](=[O:14])[N:11]([C:15]2[CH:16]=[CH:17][C:18]([O:24][CH3:25])=[C:19]([CH:23]=2)[C:20]([NH:66][CH2:65][C:60]2[CH:61]=[CH:62][CH:63]=[CH:64][C:59]=2[C:58]([F:57])([F:67])[F:68])=[O:21])[N:10]=1, predict the reactants needed to synthesize it. The reactants are: [Cl:1][C:2]1[CH:7]=[CH:6][CH:5]=[C:4]([F:8])[C:3]=1[C:9]1[NH:13][C:12](=[O:14])[N:11]([C:15]2[CH:16]=[CH:17][C:18]([O:24][CH3:25])=[C:19]([CH:23]=2)[C:20](O)=[O:21])[N:10]=1.C(N(C(C)C)CC)(C)C.CN(C(ON1N=NC2C=CC=CC1=2)=[N+](C)C)C.[B-](F)(F)(F)F.[F:57][C:58]([F:68])([F:67])[C:59]1[CH:64]=[CH:63][CH:62]=[CH:61][C:60]=1[CH2:65][NH2:66]. (6) Given the product [CH2:13]([C@H:11]1[CH2:12][NH:8][C@H:9]([C:20]([N:22]2[CH2:28][CH2:27][CH2:26][N:25]([CH:29]3[CH2:32][CH2:31][CH2:30]3)[CH2:24][CH2:23]2)=[O:21])[CH2:10]1)[C:14]1[CH:15]=[CH:16][CH:17]=[CH:18][CH:19]=1, predict the reactants needed to synthesize it. The reactants are: C(OC([N:8]1[CH2:12][C@H:11]([CH2:13][C:14]2[CH:19]=[CH:18][CH:17]=[CH:16][CH:15]=2)[CH2:10][C@H:9]1[C:20]([N:22]1[CH2:28][CH2:27][CH2:26][N:25]([CH:29]2[CH2:32][CH2:31][CH2:30]2)[CH2:24][CH2:23]1)=[O:21])=O)(C)(C)C.C(O)(C(F)(F)F)=O.